Dataset: Peptide-MHC class I binding affinity with 185,985 pairs from IEDB/IMGT. Task: Regression. Given a peptide amino acid sequence and an MHC pseudo amino acid sequence, predict their binding affinity value. This is MHC class I binding data. (1) The peptide sequence is DTVLFNAGL. The MHC is HLA-B08:02 with pseudo-sequence HLA-B08:02. The binding affinity (normalized) is 0.0847. (2) The peptide sequence is DSKGISHFY. The MHC is HLA-A02:03 with pseudo-sequence HLA-A02:03. The binding affinity (normalized) is 0.0676.